This data is from Reaction yield outcomes from USPTO patents with 853,638 reactions. The task is: Predict the reaction yield, written as a fraction of the theoretical maximum amount of product (1.0 means a 100% yield; for example, 0.34 means a 34% yield). The reactants are [H-].[Na+].[CH2:3]([O:10][C:11]1[CH:12]=[C:13]2[C:17](=[CH:18][CH:19]=1)[NH:16][CH:15]=[CH:14]2)[C:4]1[CH:9]=[CH:8][CH:7]=[CH:6][CH:5]=1.Br[CH:21]1[CH2:23][CH:22]1[C:24]([O:26][CH2:27][CH3:28])=[O:25]. The catalyst is CN(C)C=O. The product is [CH2:3]([O:10][C:11]1[CH:12]=[C:13]2[C:17](=[CH:18][CH:19]=1)[NH:16][C:15]([CH:21]1[CH2:23][CH:22]1[C:24]([O:26][CH2:27][CH3:28])=[O:25])=[CH:14]2)[C:4]1[CH:5]=[CH:6][CH:7]=[CH:8][CH:9]=1. The yield is 0.770.